This data is from Forward reaction prediction with 1.9M reactions from USPTO patents (1976-2016). The task is: Predict the product of the given reaction. Given the reactants C(OC(=O)[NH:7][N:8]1[C:12]([C:13]2[CH:18]=[CH:17][CH:16]=[CH:15][CH:14]=2)=[CH:11][CH:10]=[C:9]1[C:19]1[CH:24]=[CH:23][CH:22]=[CH:21][CH:20]=1)(C)(C)C.Cl, predict the reaction product. The product is: [C:13]1([C:12]2[N:8]([NH2:7])[C:9]([C:19]3[CH:20]=[CH:21][CH:22]=[CH:23][CH:24]=3)=[CH:10][CH:11]=2)[CH:18]=[CH:17][CH:16]=[CH:15][CH:14]=1.